From a dataset of Peptide-MHC class I binding affinity with 185,985 pairs from IEDB/IMGT. Regression. Given a peptide amino acid sequence and an MHC pseudo amino acid sequence, predict their binding affinity value. This is MHC class I binding data. (1) The peptide sequence is VVHAWVLAR. The MHC is HLA-A03:01 with pseudo-sequence HLA-A03:01. The binding affinity (normalized) is 0.626. (2) The peptide sequence is IEELRRHLL. The MHC is HLA-A02:02 with pseudo-sequence HLA-A02:02. The binding affinity (normalized) is 0. (3) The MHC is HLA-A26:01 with pseudo-sequence HLA-A26:01. The binding affinity (normalized) is 0.379. The peptide sequence is PTITQMNLKY. (4) The peptide sequence is LAYFPVFRFLNGS. The MHC is HLA-A32:01 with pseudo-sequence HLA-A32:01. The binding affinity (normalized) is 0. (5) The peptide sequence is LVAGGLLTV. The MHC is HLA-A02:06 with pseudo-sequence HLA-A02:06. The binding affinity (normalized) is 0.873. (6) The peptide sequence is FPVRPQVPLR. The MHC is HLA-B44:03 with pseudo-sequence HLA-B44:03. The binding affinity (normalized) is 0. (7) The peptide sequence is SMGTSGLEL. The MHC is H-2-Kb with pseudo-sequence H-2-Kb. The binding affinity (normalized) is 0.288. (8) The peptide sequence is EELRSLFNTV. The MHC is HLA-B08:03 with pseudo-sequence HLA-B08:03. The binding affinity (normalized) is 0.0847. (9) The peptide sequence is ELALTDVEKR. The MHC is HLA-A31:01 with pseudo-sequence HLA-A31:01. The binding affinity (normalized) is 0.134. (10) The peptide sequence is FSFMYIESI. The MHC is HLA-B15:01 with pseudo-sequence HLA-B15:01. The binding affinity (normalized) is 0.514.